From a dataset of Retrosynthesis with 50K atom-mapped reactions and 10 reaction types from USPTO. Predict the reactants needed to synthesize the given product. (1) Given the product COC(=O)c1c(Cl)cc(N)cc1Cl, predict the reactants needed to synthesize it. The reactants are: COC(=O)c1c(Cl)cc(NC(=O)OC(C)(C)C)cc1Cl. (2) Given the product Cc1onc(-c2ccccc2Cl)c1C(=O)OC(CCCN1CCC(c2cccc(NC(=O)C(C)C)c2)CC1)c1ccccc1, predict the reactants needed to synthesize it. The reactants are: CC(C)C(=O)Nc1cccc(C2CCN(CCCC(O)c3ccccc3)CC2)c1.Cc1onc(-c2ccccc2Cl)c1C(=O)Cl.